Task: Predict the reactants needed to synthesize the given product.. Dataset: Full USPTO retrosynthesis dataset with 1.9M reactions from patents (1976-2016) (1) Given the product [CH2:1]([O:4][C:5]1[CH:10]=[C:9]([Cl:11])[C:8]([CH2:12][C:13]2[CH:18]=[CH:17][C:16]([O:19][CH2:20][CH3:21])=[CH:15][CH:14]=2)=[CH:7][C:6]=1[C@H:22]1[C@H:23]([OH:35])[C@@H:24]([OH:34])[C@H:25]([OH:26])[C@@H:30]([CH2:29][O:28][CH2:27][CH:32]=[CH2:33])[O:31]1)[CH:2]=[CH2:3], predict the reactants needed to synthesize it. The reactants are: [CH2:1]([O:4][C:5]1[CH:10]=[C:9]([Cl:11])[C:8]([CH2:12][C:13]2[CH:18]=[CH:17][C:16]([O:19][CH2:20][CH3:21])=[CH:15][CH:14]=2)=[CH:7][C:6]=1[C@@H:22]1[O:31][C@H:30]2[C@@H:25]([O:26][CH:27]([CH:32]=[CH2:33])[O:28][CH2:29]2)[C@H:24]([OH:34])[C@H:23]1[OH:35])[CH:2]=[CH2:3].C([BH3-])#N.[Na+].FC(F)(F)S(O)(=O)=O.O. (2) Given the product [F:18][C:19]1[CH:33]=[CH:32][C:22]2[C:23]([CH:26]3[CH2:27][CH2:28][N:29]([CH2:3][CH2:4][NH:5][C:6]4[CH:11]=[N:10][NH:9][C:8](=[O:12])[CH:7]=4)[CH2:30][CH2:31]3)=[N:24][O:25][C:21]=2[CH:20]=1, predict the reactants needed to synthesize it. The reactants are: Cl.Cl[CH2:3][CH2:4][NH:5][C:6]1[CH:11]=[N:10][NH:9][C:8](=[O:12])[CH:7]=1.CN(C)C=O.[F:18][C:19]1[CH:33]=[CH:32][C:22]2[C:23]([CH:26]3[CH2:31][CH2:30][NH:29][CH2:28][CH2:27]3)=[N:24][O:25][C:21]=2[CH:20]=1.[I-].[K+]. (3) Given the product [CH2:32]([O:31][C:29]([C:28]1[C:13]([OH:14])=[CH:12][C:11](=[O:10])[NH:26][C:27]=1[CH3:34])=[O:30])[CH3:33], predict the reactants needed to synthesize it. The reactants are: ClC1C=C(Cl)C=C(Cl)C=1[O:10][C:11](=O)[CH2:12][C:13](OC1C(Cl)=CC(Cl)=CC=1Cl)=[O:14].[NH2:26]/[C:27](/[CH3:34])=[CH:28]\[C:29]([O:31][CH2:32][CH3:33])=[O:30].C(OCC)(=O)C.CCOCC. (4) Given the product [CH2:1]([N:8]1[CH2:9][CH2:10][C:11]([C:16]2[CH:17]=[N:18][CH:19]=[CH:20][CH:21]=2)([C:14]([NH2:15])=[O:22])[CH2:12][CH2:13]1)[C:2]1[CH:7]=[CH:6][CH:5]=[CH:4][CH:3]=1, predict the reactants needed to synthesize it. The reactants are: [CH2:1]([N:8]1[CH2:13][CH2:12][C:11]([C:16]2[CH:17]=[N:18][CH:19]=[CH:20][CH:21]=2)([C:14]#[N:15])[CH2:10][CH2:9]1)[C:2]1[CH:7]=[CH:6][CH:5]=[CH:4][CH:3]=1.[OH2:22].[OH-].[K+]. (5) Given the product [CH3:42][N:43]([C:44]1[CH:49]=[CH:48][CH:47]=[CH:46][CH:45]=1)[C:8]([C:5]1[C:4]([N:11]([S:15]([C:18]2[CH:23]=[CH:22][C:21]([Cl:24])=[C:20]([C:25]([F:26])([F:28])[F:27])[CH:19]=2)(=[O:16])=[O:17])[CH2:12][O:13][CH3:14])=[CH:3][C:2]([Cl:1])=[CH:7][N:6]=1)=[O:10], predict the reactants needed to synthesize it. The reactants are: [Cl:1][C:2]1[CH:3]=[C:4]([N:11]([S:15]([C:18]2[CH:23]=[CH:22][C:21]([Cl:24])=[C:20]([C:25]([F:28])([F:27])[F:26])[CH:19]=2)(=[O:17])=[O:16])[CH2:12][O:13][CH3:14])[C:5]([C:8]([OH:10])=O)=[N:6][CH:7]=1.C(Cl)(=O)C(Cl)=O.C(N(CC)CC)C.[CH3:42][NH:43][C:44]1[CH:49]=[CH:48][CH:47]=[CH:46][CH:45]=1. (6) Given the product [CH2:6]([O:8][C:9]([C:11]1[C:12](=[O:37])[C:13]2[C:28]([CH2:29][Br:30])=[C:27]([C:31]3[CH:36]=[CH:35][C:34]([N+:38]([O-:40])=[O:39])=[CH:33][CH:32]=3)[S:26][C:14]=2[N:15]([CH2:17][C:18]2[C:19]([F:25])=[CH:20][CH:21]=[CH:22][C:23]=2[F:24])[CH:16]=1)=[O:10])[CH3:7], predict the reactants needed to synthesize it. The reactants are: CS(O)(=O)=O.[CH2:6]([O:8][C:9]([C:11]1[C:12](=[O:37])[C:13]2[C:28]([CH2:29][Br:30])=[C:27]([C:31]3[CH:36]=[CH:35][CH:34]=[CH:33][CH:32]=3)[S:26][C:14]=2[N:15]([CH2:17][C:18]2[C:23]([F:24])=[CH:22][CH:21]=[CH:20][C:19]=2[F:25])[CH:16]=1)=[O:10])[CH3:7].[N+:38]([O-])([O-:40])=[O:39].[Na+].